This data is from Forward reaction prediction with 1.9M reactions from USPTO patents (1976-2016). The task is: Predict the product of the given reaction. (1) Given the reactants [Cl:1][C:2]1[N:3]=[C:4](Cl)[C:5]2[S:10][CH:9]=[C:8]([CH3:11])[C:6]=2[N:7]=1.[CH:13]1([NH2:16])[CH2:15][CH2:14]1, predict the reaction product. The product is: [Cl:1][C:2]1[N:3]=[C:4]([NH:16][CH:13]2[CH2:15][CH2:14]2)[C:5]2[S:10][CH:9]=[C:8]([CH3:11])[C:6]=2[N:7]=1. (2) Given the reactants [C:1]1([CH2:7][CH2:8][NH:9][C:10]([CH:12]2[CH2:17][CH2:16][N:15]([C:18](OC(C)(C)C)=O)[CH2:14][CH2:13]2)=[O:11])[CH:6]=[CH:5][CH:4]=[CH:3][CH:2]=1.[F:25][C:26]([F:41])([F:40])[C:27]1[CH:32]=[CH:31][C:30]([N:33]2[CH:37]=[CH:36][C:35](C=O)=[CH:34]2)=[CH:29][CH:28]=1.[BH-](OC(C)=O)(OC(C)=O)OC(C)=O.[Na+].CCN(C(C)C)C(C)C.[NH4+].[Cl-], predict the reaction product. The product is: [C:1]1([CH2:7][CH2:8][NH:9][C:10]([CH:12]2[CH2:13][CH2:14][N:15]([CH2:18][C:36]3[CH:35]=[CH:34][N:33]([C:30]4[CH:29]=[CH:28][C:27]([C:26]([F:40])([F:41])[F:25])=[CH:32][CH:31]=4)[CH:37]=3)[CH2:16][CH2:17]2)=[O:11])[CH:2]=[CH:3][CH:4]=[CH:5][CH:6]=1. (3) Given the reactants [CH2:1]1[C:9]2[C:4](=[CH:5][CH:6]=[CH:7][CH:8]=2)[CH2:3][CH:2]1[NH:10][C:11]([C:13]1[CH:35]=[CH:34][C:16]([O:17][C:18]2[CH:27]=[C:26]3[C:21]([CH:22]([C:28]([O:30]C)=[O:29])[CH2:23][CH2:24][O:25]3)=[CH:20][C:19]=2[C:32]#[N:33])=[CH:15][CH:14]=1)=[O:12].[OH-].[Na+].O.CO, predict the reaction product. The product is: [CH2:1]1[C:9]2[C:4](=[CH:5][CH:6]=[CH:7][CH:8]=2)[CH2:3][CH:2]1[NH:10][C:11]([C:13]1[CH:35]=[CH:34][C:16]([O:17][C:18]2[CH:27]=[C:26]3[C:21]([CH:22]([C:28]([OH:30])=[O:29])[CH2:23][CH2:24][O:25]3)=[CH:20][C:19]=2[C:32]#[N:33])=[CH:15][CH:14]=1)=[O:12]. (4) The product is: [OH:2][C:3]1[CH:4]=[C:5]2[C:10](=[CH:11][CH:12]=1)[C:9]([O:13][C:14]1[CH:15]=[CH:16][C:17](/[CH:20]=[CH:21]/[C:22]([OH:24])=[O:23])=[CH:18][CH:19]=1)=[C:8]([C:25]1[CH:26]=[CH:27][CH:28]=[CH:29][CH:30]=1)[C:7]([CH2:31][CH:32]([CH3:34])[CH3:33])=[CH:6]2. Given the reactants C[O:2][C:3]1[CH:4]=[C:5]2[C:10](=[CH:11][CH:12]=1)[C:9]([O:13][C:14]1[CH:19]=[CH:18][C:17](/[CH:20]=[CH:21]/[C:22]([OH:24])=[O:23])=[CH:16][CH:15]=1)=[C:8]([C:25]1[CH:30]=[CH:29][CH:28]=[CH:27][CH:26]=1)[C:7]([CH2:31][CH:32]([CH3:34])[CH3:33])=[CH:6]2.B(Br)(Br)Br, predict the reaction product. (5) Given the reactants C[O:2][C:3](=[O:36])[C:4]1[CH:9]=[C:8]([O:10][C:11]2[CH:16]=[CH:15][C:14]([CH2:17][CH2:18][CH2:19][C:20]3[N:21]([CH2:33][CH3:34])[CH:22]=[C:23]([C:25]4[CH:30]=[CH:29][C:28]([Cl:31])=[CH:27][C:26]=4[Cl:32])[N:24]=3)=[CH:13][CH:12]=2)[CH:7]=[CH:6][C:5]=1[NH2:35].[F:37][C:38]([F:51])([F:50])[S:39](O[S:39]([C:38]([F:51])([F:50])[F:37])(=[O:41])=[O:40])(=[O:41])=[O:40].CCN(C(C)C)C(C)C, predict the reaction product. The product is: [Cl:32][C:26]1[CH:27]=[C:28]([Cl:31])[CH:29]=[CH:30][C:25]=1[C:23]1[N:24]=[C:20]([CH2:19][CH2:18][CH2:17][C:14]2[CH:15]=[CH:16][C:11]([O:10][C:8]3[CH:7]=[CH:6][C:5]([NH:35][S:39]([C:38]([F:51])([F:50])[F:37])(=[O:41])=[O:40])=[C:4]([CH:9]=3)[C:3]([OH:2])=[O:36])=[CH:12][CH:13]=2)[N:21]([CH2:33][CH3:34])[CH:22]=1.